Dataset: Full USPTO retrosynthesis dataset with 1.9M reactions from patents (1976-2016). Task: Predict the reactants needed to synthesize the given product. (1) Given the product [O:21]=[C:2]1[C:3]2([CH2:13][O:12][C:11]3[CH:14]=[C:15]4[C:19](=[CH:20][C:10]2=3)[CH2:18][CH2:17][O:16]4)[C:4]2[C:9](=[CH:8][CH:7]=[CH:6][CH:5]=2)[N:1]1[CH2:45][C:46]1[CH:55]=[CH:54][C:49]([C:50]([O:52][CH3:53])=[O:51])=[CH:48][CH:47]=1, predict the reactants needed to synthesize it. The reactants are: [NH:1]1[C:9]2[C:4](=[CH:5][CH:6]=[CH:7][CH:8]=2)[C:3]2([CH2:13][O:12][C:11]3[CH:14]=[C:15]4[C:19](=[CH:20][C:10]2=3)[CH2:18][CH2:17][O:16]4)[C:2]1=[O:21].CC1C2C=C3C4(C5C(=CC=CC=5)NC4=O)COC3=CC=2ON=1.Br[CH2:45][C:46]1[CH:55]=[CH:54][C:49]([C:50]([O:52][CH3:53])=[O:51])=[CH:48][CH:47]=1.BrCC1OC(C(F)(F)F)=CC=1. (2) Given the product [C:1](/[CH:3]=[CH:4]/[S:5]([C:8]1[CH:9]=[CH:10][C:11]([C:14]([CH3:19])([CH3:18])[C:15]([NH:24][CH2:23][CH:20]2[CH2:22][CH2:21]2)=[O:17])=[CH:12][CH:13]=1)(=[O:6])=[O:7])#[N:2], predict the reactants needed to synthesize it. The reactants are: [C:1](/[CH:3]=[CH:4]/[S:5]([C:8]1[CH:13]=[CH:12][C:11]([C:14]([CH3:19])([CH3:18])[C:15]([OH:17])=O)=[CH:10][CH:9]=1)(=[O:7])=[O:6])#[N:2].[CH:20]1([CH2:23][NH2:24])[CH2:22][CH2:21]1.Cl.CN(C)CCCN=C=NCC.ON1C2C=CC=CC=2N=N1.C(=O)(O)[O-].[Na+]. (3) Given the product [F:23][C:22]([F:24])([F:25])[O:21][C:16]1[CH:17]=[CH:18][CH:19]=[CH:20][C:15]=1[NH:12][C:13](=[O:14])[NH:1][C:2]1[S:3][CH:4]=[C:5]([C:7]([O:9][CH2:10][CH3:11])=[O:8])[N:6]=1, predict the reactants needed to synthesize it. The reactants are: [NH2:1][C:2]1[S:3][CH:4]=[C:5]([C:7]([O:9][CH2:10][CH3:11])=[O:8])[N:6]=1.[N:12]([C:15]1[CH:20]=[CH:19][CH:18]=[CH:17][C:16]=1[O:21][C:22]([F:25])([F:24])[F:23])=[C:13]=[O:14]. (4) The reactants are: I[C:2]1[O:3][C:4]([C:12]2[CH:17]=[CH:16][C:15]([O:18][CH3:19])=[CH:14][CH:13]=2)=[C:5]([C:7]([O:9][CH2:10][CH3:11])=[O:8])[N:6]=1.[S:20]1[CH:24]=[CH:23][CH:22]=[C:21]1B(O)O.C(=O)([O-])[O-].[Na+].[Na+]. Given the product [CH3:19][O:18][C:15]1[CH:16]=[CH:17][C:12]([C:4]2[O:3][C:2]([C:21]3[S:20][CH:24]=[CH:23][CH:22]=3)=[N:6][C:5]=2[C:7]([O:9][CH2:10][CH3:11])=[O:8])=[CH:13][CH:14]=1, predict the reactants needed to synthesize it. (5) Given the product [Cl:39][C:19]([C:27]1[CH:32]=[CH:31][C:30]([Cl:33])=[CH:29][CH:28]=1)([C:21]1[N:25]([CH3:26])[CH:24]=[N:23][CH:22]=1)[C:16]1[CH:17]=[CH:18][C:13]2[N:12]3[N:34]=[N:35][N:36]=[C:11]3[CH2:10][S:9][CH:8]([C:4]3[CH:5]=[CH:6][CH:7]=[C:2]([Cl:1])[CH:3]=3)[C:14]=2[CH:15]=1, predict the reactants needed to synthesize it. The reactants are: [Cl:1][C:2]1[CH:3]=[C:4]([CH:8]2[C:14]3[CH:15]=[C:16]([C:19]([C:27]4[CH:32]=[CH:31][C:30]([Cl:33])=[CH:29][CH:28]=4)([C:21]4[N:25]([CH3:26])[CH:24]=[N:23][CH:22]=4)O)[CH:17]=[CH:18][C:13]=3[N:12]3[N:34]=[N:35][N:36]=[C:11]3[CH2:10][S:9]2)[CH:5]=[CH:6][CH:7]=1.S(Cl)([Cl:39])=O. (6) Given the product [CH3:14][C:15]([CH3:22])([CH3:21])[CH2:16][C:17](=[O:18])[CH2:2][C:1]#[N:3], predict the reactants needed to synthesize it. The reactants are: [C:1](#[N:3])[CH3:2].[Li+].C[Si]([N-][Si](C)(C)C)(C)C.[CH3:14][C:15]([CH3:22])([CH3:21])[CH2:16][C:17](OC)=[O:18].C([O-])(O)=O.[Na+]. (7) Given the product [C:41]([O:40][C:38]([N:35]1[CH2:36][CH2:37][CH:32]([O:16][C:12]2[C:11]([C:17]([O:19][CH3:20])=[O:18])=[N:10][N:9]([C:4]3[CH:5]=[CH:6][C:7]([Cl:8])=[C:2]([Cl:1])[CH:3]=3)[C:14](=[O:15])[CH:13]=2)[CH2:33][CH2:34]1)=[O:39])([CH3:44])([CH3:42])[CH3:43], predict the reactants needed to synthesize it. The reactants are: [Cl:1][C:2]1[CH:3]=[C:4]([N:9]2[C:14](=[O:15])[CH:13]=[C:12]([OH:16])[C:11]([C:17]([O:19][CH3:20])=[O:18])=[N:10]2)[CH:5]=[CH:6][C:7]=1[Cl:8].C([O-])([O-])=O.[K+].[K+].CS(O[CH:32]1[CH2:37][CH2:36][N:35]([C:38]([O:40][C:41]([CH3:44])([CH3:43])[CH3:42])=[O:39])[CH2:34][CH2:33]1)(=O)=O.CCOC(C)=O. (8) The reactants are: [CH2:1]([O:3][C:4]1[CH:5]=[C:6]([C:14]2[CH:19]=[C:18]([C:20]([F:23])([F:22])[F:21])[N:17]3[N:24]=[CH:25][C:26]([C:27](O)=[O:28])=[C:16]3[N:15]=2)[CH:7]=[CH:8][C:9]=1[C:10]([F:13])([F:12])[F:11])[CH3:2].[NH2:30][C:31]1[CH:32]=[C:33]([S:37]([NH:40][CH:41]2[CH2:43][CH2:42]2)(=[O:39])=[O:38])[CH:34]=[CH:35][CH:36]=1. Given the product [CH:41]1([NH:40][S:37]([C:33]2[CH:32]=[C:31]([NH:30][C:27]([C:26]3[CH:25]=[N:24][N:17]4[C:18]([C:20]([F:21])([F:22])[F:23])=[CH:19][C:14]([C:6]5[CH:7]=[CH:8][C:9]([C:10]([F:13])([F:12])[F:11])=[C:4]([O:3][CH2:1][CH3:2])[CH:5]=5)=[N:15][C:16]=34)=[O:28])[CH:36]=[CH:35][CH:34]=2)(=[O:39])=[O:38])[CH2:43][CH2:42]1, predict the reactants needed to synthesize it.